Dataset: Reaction yield outcomes from USPTO patents with 853,638 reactions. Task: Predict the reaction yield, written as a fraction of the theoretical maximum amount of product (1.0 means a 100% yield; for example, 0.34 means a 34% yield). The reactants are [CH3:1][O:2][C:3]1[CH:8]=[CH:7][CH:6]=[CH:5][C:4]=1[C:9]1([C:13](=[O:33])[CH2:14][N:15]2[CH2:20][CH2:19][CH2:18][CH:17]([CH2:21][O:22][C:23]3[CH:28]=[CH:27][C:26]([C:29]([F:32])([F:31])[F:30])=[CH:25][CH:24]=3)[CH2:16]2)[CH2:12][CH2:11][CH2:10]1.[BH4-].[Na+].O. The catalyst is CO. The product is [CH3:1][O:2][C:3]1[CH:8]=[CH:7][CH:6]=[CH:5][C:4]=1[C:9]1([CH:13]([OH:33])[CH2:14][N:15]2[CH2:20][CH2:19][CH2:18][CH:17]([CH2:21][O:22][C:23]3[CH:28]=[CH:27][C:26]([C:29]([F:30])([F:31])[F:32])=[CH:25][CH:24]=3)[CH2:16]2)[CH2:10][CH2:11][CH2:12]1. The yield is 0.600.